The task is: Predict which catalyst facilitates the given reaction.. This data is from Catalyst prediction with 721,799 reactions and 888 catalyst types from USPTO. Reactant: [CH:1](=O)[C:2]1[CH:7]=[CH:6][CH:5]=[C:4]([O:8][CH3:9])[CH:3]=1.C(O[C:14](=[O:18])[CH2:15][C:16]#[N:17])C.C(=O)([O-])[O-].[K+].[K+].Cl.[CH:26]1([NH:29][C:30]([NH2:32])=[NH:31])[CH2:28][CH2:27]1. Product: [CH:26]1([NH:29][C:30]2[N:32]=[C:14]([OH:18])[C:15]([C:16]#[N:17])=[C:1]([C:2]3[CH:7]=[CH:6][CH:5]=[C:4]([O:8][CH3:9])[CH:3]=3)[N:31]=2)[CH2:28][CH2:27]1. The catalyst class is: 14.